Dataset: Forward reaction prediction with 1.9M reactions from USPTO patents (1976-2016). Task: Predict the product of the given reaction. (1) Given the reactants [S:1]1[C:13]2[C:12]3[CH:11]=[CH:10][CH:9]=[CH:8][C:7]=3[O:6][CH2:5][C:4]=2[CH:3]=[C:2]1[C:14]([OH:16])=[O:15].C([Li])(C)(C)C.[F:22]N(S(C1C=CC=CC=1)(=O)=O)S(C1C=CC=CC=1)(=O)=O, predict the reaction product. The product is: [F:22][C:3]1[C:4]2[CH2:5][O:6][C:7]3[CH:8]=[CH:9][CH:10]=[CH:11][C:12]=3[C:13]=2[S:1][C:2]=1[C:14]([OH:16])=[O:15]. (2) The product is: [F:1][C:2]1[CH:10]=[CH:9][CH:8]=[C:7]2[C:3]=1[CH:4]=[C:5]([CH2:11][NH2:13])[NH:6]2. Given the reactants [F:1][C:2]1[CH:10]=[CH:9][CH:8]=[C:7]2[C:3]=1[CH:4]=[C:5]([C:11]([NH2:13])=O)[NH:6]2.[H-].[H-].[H-].[H-].[Li+].[Al+3].[O-]S([O-])(=O)=O.[Na+].[Na+], predict the reaction product.